From a dataset of Forward reaction prediction with 1.9M reactions from USPTO patents (1976-2016). Predict the product of the given reaction. Given the reactants [CH3:1][C@H:2]1[NH:7][CH2:6][CH2:5][N:4]([C:8]([O:10][C:11]([CH3:14])([CH3:13])[CH3:12])=[O:9])[CH2:3]1.Br[C:16]1[N:33]([CH2:34][C@H:35]2[CH2:40][CH2:39][C@H:38]([CH3:41])[CH2:37][CH2:36]2)[C:19]2[C:20]([C:26]3[CH:27]=[N:28][CH:29]=[C:30]([Cl:32])[CH:31]=3)=[N:21][C:22]([C:24]#[N:25])=[CH:23][C:18]=2[N:17]=1.[F-].[K+].CCN(C(C)C)C(C)C, predict the reaction product. The product is: [Cl:32][C:30]1[CH:31]=[C:26]([C:20]2[C:19]3[N:33]([CH2:34][C@H:35]4[CH2:40][CH2:39][C@H:38]([CH3:41])[CH2:37][CH2:36]4)[C:16]([N:7]4[CH2:6][CH2:5][N:4]([C:8]([O:10][C:11]([CH3:13])([CH3:12])[CH3:14])=[O:9])[CH2:3][C@H:2]4[CH3:1])=[N:17][C:18]=3[CH:23]=[C:22]([C:24]#[N:25])[N:21]=2)[CH:27]=[N:28][CH:29]=1.